Dataset: Forward reaction prediction with 1.9M reactions from USPTO patents (1976-2016). Task: Predict the product of the given reaction. (1) Given the reactants [F:1][C:2]1[CH:7]=[CH:6][C:5]([CH:8]([C:13]2[CH:18]=[CH:17][C:16]([F:19])=[CH:15][CH:14]=2)[CH2:9][CH2:10][CH2:11]I)=[CH:4][CH:3]=1.CC(C)([O-])C.[K+], predict the reaction product. The product is: [F:1][C:2]1[CH:3]=[CH:4][C:5]([CH:8]([C:13]2[CH:14]=[CH:15][C:16]([F:19])=[CH:17][CH:18]=2)[CH2:9][CH:10]=[CH2:11])=[CH:6][CH:7]=1. (2) Given the reactants [H-].[H-].[H-].[H-].[Li+].[Al+3].[C:7]([O:11][C:12]([NH:14][C:15]1([C:30]([NH:32][C@@H:33]([C:39]2[CH:44]=[CH:43][C:42]([Cl:45])=[CH:41][CH:40]=2)[CH2:34][C:35](OC)=[O:36])=[O:31])[CH2:20][CH2:19][N:18]([C:21]2[C:22]3[CH:29]=[CH:28][NH:27][C:23]=3[N:24]=[CH:25][N:26]=2)[CH2:17][CH2:16]1)=[O:13])([CH3:10])([CH3:9])[CH3:8], predict the reaction product. The product is: [Cl:45][C:42]1[CH:41]=[CH:40][C:39]([C@H:33]([NH:32][C:30]([C:15]2([NH:14][C:12](=[O:13])[O:11][C:7]([CH3:9])([CH3:8])[CH3:10])[CH2:16][CH2:17][N:18]([C:21]3[C:22]4[CH:29]=[CH:28][NH:27][C:23]=4[N:24]=[CH:25][N:26]=3)[CH2:19][CH2:20]2)=[O:31])[CH2:34][CH2:35][OH:36])=[CH:44][CH:43]=1. (3) Given the reactants [F:1][C:2]1[CH:7]=[CH:6][C:5]([CH2:8][C:9]([O:11][CH3:12])=[O:10])=[C:4](I)[CH:3]=1.C(N(CC)CC)C.[CH3:21][Si:22]([C:25]#[CH:26])([CH3:24])[CH3:23], predict the reaction product. The product is: [F:1][C:2]1[CH:7]=[CH:6][C:5]([CH2:8][C:9]([O:11][CH3:12])=[O:10])=[C:4]([C:26]#[C:25][Si:22]([CH3:24])([CH3:23])[CH3:21])[CH:3]=1. (4) The product is: [CH3:1][N:2]([CH3:13])[C:3]1[N:4]=[C:5]([CH:6]=[C:7]([CH3:9])[CH3:8])[N:15]([CH3:14])[N:16]=1. Given the reactants [CH3:1][N:2]([CH3:13])/[C:3](/SC)=[N:4]/[C:5](=O)[CH:6]=[C:7]([CH3:9])[CH3:8].[CH3:14][NH:15][NH2:16], predict the reaction product. (5) Given the reactants N#N.[NH:3]1[C:7]2[CH:8]=[CH:9][CH:10]=[CH:11][C:6]=2[N:5]=[C:4]1[C@H:12]([NH:24]C(=O)OC(C)(C)C)[CH2:13][C:14]1[CH:19]=[CH:18][C:17]([C:20]([F:23])([F:22])[F:21])=[CH:16][CH:15]=1.Cl, predict the reaction product. The product is: [NH:3]1[C:7]2[CH:8]=[CH:9][CH:10]=[CH:11][C:6]=2[N:5]=[C:4]1[C@H:12]([NH2:24])[CH2:13][C:14]1[CH:19]=[CH:18][C:17]([C:20]([F:23])([F:22])[F:21])=[CH:16][CH:15]=1. (6) Given the reactants [F:1][C:2]([F:24])([F:23])[C:3]1[N:8]=[CH:7][C:6]([O:9][C:10]2[CH:11]=[C:12]3[C:17](=[CH:18][CH:19]=2)[N:16]=[C:15]([C:20](O)=[O:21])[CH:14]=[CH:13]3)=[CH:5][CH:4]=1.F[B-](F)(F)F.N1(OC(N(C)C)=[N+](C)C)C2C=CC=CC=2N=N1.C(N(CC)CC)C.[N:54]1([C:60]([O:62][C:63]([CH3:66])([CH3:65])[CH3:64])=[O:61])[CH2:59][CH2:58][NH:57][CH2:56][CH2:55]1, predict the reaction product. The product is: [F:1][C:2]([F:23])([F:24])[C:3]1[N:8]=[CH:7][C:6]([O:9][C:10]2[CH:11]=[C:12]3[C:17](=[CH:18][CH:19]=2)[N:16]=[C:15]([C:20]([N:57]2[CH2:56][CH2:55][N:54]([C:60]([O:62][C:63]([CH3:66])([CH3:65])[CH3:64])=[O:61])[CH2:59][CH2:58]2)=[O:21])[CH:14]=[CH:13]3)=[CH:5][CH:4]=1.